Dataset: Reaction yield outcomes from USPTO patents with 853,638 reactions. Task: Predict the reaction yield, written as a fraction of the theoretical maximum amount of product (1.0 means a 100% yield; for example, 0.34 means a 34% yield). (1) The reactants are [Cl:1][C:2]1[CH:3]=[C:4]([C:9]23[C:17](=O)[NH:16][CH2:15][CH:14]2[CH2:13][CH2:12][CH2:11][CH2:10]3)[CH:5]=[CH:6][C:7]=1[Cl:8].B.Cl. The catalyst is C1COCC1. The product is [Cl:1][C:2]1[CH:3]=[C:4]([C:9]23[CH2:10][CH2:11][CH2:12][CH2:13][CH:14]2[CH2:15][NH:16][CH2:17]3)[CH:5]=[CH:6][C:7]=1[Cl:8]. The yield is 0.240. (2) The reactants are [CH3:1][O:2][CH2:3][C@@H:4]([O:6][C:7]1[CH:8]=[C:9]([CH:21]=[C:22]([C:24]2[NH:25][C:26]([C:29]3[O:30][C@@H:31]([CH2:34][O:35][Si](C(C)C)(C(C)C)C(C)C)[CH2:32][N:33]=3)=[CH:27][CH:28]=2)[CH:23]=1)[O:10][C:11]1[CH:12]=[CH:13][C:14]([S:17]([CH3:20])(=[O:19])=[O:18])=[N:15][CH:16]=1)[CH3:5].[F-].C([N+](CCCC)(CCCC)CCCC)CCC.[Cl-].[NH4+]. The catalyst is O1CCCC1. The product is [CH3:1][O:2][CH2:3][C@H:4]([CH3:5])[O:6][C:7]1[CH:23]=[C:22]([C:24]2[NH:25][C:26]([C:29]3[O:30][C@@H:31]([CH2:34][OH:35])[CH2:32][N:33]=3)=[CH:27][CH:28]=2)[CH:21]=[C:9]([O:10][C:11]2[CH:16]=[N:15][C:14]([S:17]([CH3:20])(=[O:18])=[O:19])=[CH:13][CH:12]=2)[CH:8]=1. The yield is 0.760. (3) The reactants are [CH2:1]([NH:3][C:4]1[N:9]=[C:8]([NH2:10])[C:7]([O:11][C:12]2[CH:17]=[C:16](I)[C:15]([O:19][CH3:20])=[CH:14][C:13]=2[CH:21]([CH3:23])[CH3:22])=[CH:6][N:5]=1)[CH3:2].[C:24]([Cu])#[N:25].O. The catalyst is CN(C=O)C. The product is [NH2:10][C:8]1[C:7]([O:11][C:12]2[C:13]([CH:21]([CH3:23])[CH3:22])=[CH:14][C:15]([O:19][CH3:20])=[C:16]([CH:17]=2)[C:24]#[N:25])=[CH:6][N:5]=[C:4]([NH:3][CH2:1][CH3:2])[N:9]=1. The yield is 0.710. (4) The reactants are [OH:1][C:2]1[CH:7]=[CH:6][C:5]([C:8]2[O:9][C:10]3[CH:16]=[CH:15][C:14]([C:17](O)=[O:18])=[CH:13][C:11]=3[CH:12]=2)=[CH:4][CH:3]=1. The catalyst is C1COCC1. The product is [OH:18][CH2:17][C:14]1[CH:15]=[CH:16][C:10]2[O:9][C:8]([C:5]3[CH:6]=[CH:7][C:2]([OH:1])=[CH:3][CH:4]=3)=[CH:12][C:11]=2[CH:13]=1. The yield is 0.370. (5) The reactants are [Br:1][C:2]1[CH:11]=[CH:10][C:5]([C:6]([O:8]C)=[O:7])=[C:4]([O:12][C:13]([F:16])([F:15])[F:14])[CH:3]=1.Cl. The catalyst is C1COCC1.O.C(Cl)Cl.O. The product is [Br:1][C:2]1[CH:11]=[CH:10][C:5]([C:6]([OH:8])=[O:7])=[C:4]([O:12][C:13]([F:14])([F:15])[F:16])[CH:3]=1. The yield is 0.790. (6) The reactants are FC(F)(F)C(O)=O.[NH2:8][C:9](=[O:49])[CH2:10][C:11]1[C:12]([CH2:17][CH2:18][C:19]2[C:24]([C:25]([F:28])([F:27])[F:26])=[CH:23][N:22]=[C:21]([NH:29][C:30]3[CH:35]=[CH:34][C:33]([CH:36]4[CH2:41][CH2:40][N:39](C(OC(C)(C)C)=O)[CH2:38][CH2:37]4)=[CH:32][CH:31]=3)[N:20]=2)=[N:13][CH:14]=[CH:15][CH:16]=1. The catalyst is C(Cl)Cl.C1CCCCC1. The product is [NH:39]1[CH2:40][CH2:41][CH:36]([C:33]2[CH:34]=[CH:35][C:30]([NH:29][C:21]3[N:20]=[C:19]([CH2:18][CH2:17][C:12]4[C:11]([CH2:10][C:9]([NH2:8])=[O:49])=[CH:16][CH:15]=[CH:14][N:13]=4)[C:24]([C:25]([F:28])([F:26])[F:27])=[CH:23][N:22]=3)=[CH:31][CH:32]=2)[CH2:37][CH2:38]1. The yield is 0.530. (7) The reactants are [C:1]([C:3]1([NH:11][C:12](=[O:18])[O:13][C:14]([CH3:17])([CH3:16])[CH3:15])[CH2:8][O:7][C:6]([CH3:10])([CH3:9])[O:5][CH2:4]1)#[CH:2].C#CCCCCCC.Br[C:28]1[CH:33]=[CH:32][C:31]([S:34]([NH:37][CH:38]2[CH2:43][CH2:42][CH:41]3[CH2:44][CH:39]2[C:40]3([CH3:46])[CH3:45])(=[O:36])=[O:35])=[CH:30][CH:29]=1.IC1C=C2C(=CC=1)CN(C(C1C=CC=CC=1)(C1C=CC=CC=1)C1C=CC=CC=1)C2. No catalyst specified. The product is [C:14]([O:13][C:12](=[O:18])[NH:11][C:3]1([C:1]#[C:2][C:28]2[CH:29]=[CH:30][C:31]([S:34](=[O:35])(=[O:36])[NH:37][CH:38]3[CH2:43][CH2:42][CH:41]4[CH2:44][CH:39]3[C:40]4([CH3:45])[CH3:46])=[CH:32][CH:33]=2)[CH2:8][O:7][C:6]([CH3:10])([CH3:9])[O:5][CH2:4]1)([CH3:17])([CH3:16])[CH3:15]. The yield is 0.460. (8) The yield is 0.290. The product is [NH:24]1[CH:25]=[N:26][C:22]([C:19]2[CH:20]=[C:21]3[C:16](=[CH:17][CH:18]=2)[NH:15][N:14]=[C:13]3[C:9]2[CH:8]=[C:7]([NH:6][C:4](=[O:5])[CH2:3][C:2]([CH3:52])([CH3:1])[CH3:53])[CH:12]=[CH:11][CH:10]=2)=[N:23]1. The catalyst is Cl.O1CCOCC1. The reactants are [CH3:1][C:2]([CH3:53])([CH3:52])[CH2:3][C:4]([NH:6][C:7]1[CH:12]=[CH:11][CH:10]=[C:9]([C:13]2[C:21]3[C:16](=[CH:17][CH:18]=[C:19]([C:22]4[N:26]=[CH:25][N:24](C(C5C=CC=CC=5)(C5C=CC=CC=5)C5C=CC=CC=5)[N:23]=4)[CH:20]=3)[N:15](C3CCCCO3)[N:14]=2)[CH:8]=1)=[O:5]. (9) The reactants are [Cl:1][C:2]1[C:6]([CH3:7])=[C:5]([C:8]2[CH:9]=[C:10]([C:13]([OH:15])=O)[S:11][CH:12]=2)[N:4]([CH3:16])[N:3]=1.[NH2:17][C@@H:18]([CH2:31][C:32]1[CH:37]=[CH:36][CH:35]=[C:34]([F:38])[CH:33]=1)[CH2:19][N:20]1[C:28](=[O:29])[C:27]2[C:22](=[CH:23][CH:24]=[CH:25][CH:26]=2)[C:21]1=[O:30].CC(OC(N[C@H](C(O)=O)CC1C=CC=CC=1C(F)(F)F)=O)(C)C.C1CN([P+](Br)(N2CCCC2)N2CCCC2)CC1.F[P-](F)(F)(F)(F)F.CCN(C(C)C)C(C)C. The catalyst is C(Cl)(Cl)Cl. The product is [Cl:1][C:2]1[C:6]([CH3:7])=[C:5]([C:8]2[CH:9]=[C:10]([C:13]([NH:17][C@@H:18]([CH2:31][C:32]3[CH:37]=[CH:36][CH:35]=[C:34]([F:38])[CH:33]=3)[CH2:19][N:20]3[C:28](=[O:29])[C:27]4[C:22](=[CH:23][CH:24]=[CH:25][CH:26]=4)[C:21]3=[O:30])=[O:15])[S:11][CH:12]=2)[N:4]([CH3:16])[N:3]=1. The yield is 0.670.